This data is from Catalyst prediction with 721,799 reactions and 888 catalyst types from USPTO. The task is: Predict which catalyst facilitates the given reaction. (1) Reactant: [F:1][C:2]1[CH:7]=[CH:6][C:5]([CH:8]=[CH:9][C:10]([NH2:12])=[O:11])=[C:4]([C:13]([F:16])([F:15])[F:14])[CH:3]=1.[Cl:17][CH:18](Cl)[C:19](=O)[CH3:20]. Product: [Cl:17][CH2:18][C:19]1[N:12]=[C:10]([CH:9]=[CH:8][C:5]2[CH:6]=[CH:7][C:2]([F:1])=[CH:3][C:4]=2[C:13]([F:14])([F:15])[F:16])[O:11][CH:20]=1. The catalyst class is: 11. (2) Reactant: [N:1]1([C:10](=[O:34])/[CH:11]=[CH:12]/[C@@H:13]([NH:18][C:19]([C@@H:21]2[CH2:26][CH2:25][CH2:24][CH2:23][N:22]2C(OC(C)(C)C)=O)=[O:20])[CH2:14][CH:15]([CH3:17])[CH3:16])[C:9]2[C:4](=[CH:5][CH:6]=[CH:7][CH:8]=2)[CH2:3][CH2:2]1.[ClH:35]. Product: [ClH:35].[N:1]1([C:10](=[O:34])/[CH:11]=[CH:12]/[C@@H:13]([NH:18][C:19]([C@@H:21]2[CH2:26][CH2:25][CH2:24][CH2:23][NH:22]2)=[O:20])[CH2:14][CH:15]([CH3:17])[CH3:16])[C:9]2[C:4](=[CH:5][CH:6]=[CH:7][CH:8]=2)[CH2:3][CH2:2]1. The catalyst class is: 1. (3) Reactant: Br[C:2]1[C:7]([CH:8]([CH3:10])[CH3:9])=[C:6]([O:11][CH3:12])[N:5]=[C:4]([CH3:13])[C:3]=1[CH2:14][CH:15]1[CH2:17][CH2:16]1.C([Li])CCC.[CH3:23][O:24][C:25](=[O:36])[C:26]1[CH:31]=[C:30]([CH:32]=[O:33])[CH:29]=[C:28]([C:34]#[N:35])[CH:27]=1.[NH4+].[Cl-]. Product: [CH3:23][O:24][C:25](=[O:36])[C:26]1[CH:31]=[C:30]([CH:32]([C:2]2[C:7]([CH:8]([CH3:10])[CH3:9])=[C:6]([O:11][CH3:12])[N:5]=[C:4]([CH3:13])[C:3]=2[CH2:14][CH:15]2[CH2:17][CH2:16]2)[OH:33])[CH:29]=[C:28]([C:34]#[N:35])[CH:27]=1. The catalyst class is: 1. (4) Reactant: [CH3:1][O:2][C:3]1[C:4]2[C:8]([CH:9]=[CH:10][CH:11]=1)=[N:7][N:6]1[C:12](=[O:29])[CH:13]=[C:14]([CH:16]3[CH2:21][CH2:20][N:19](C(OC(C)(C)C)=O)[CH2:18][CH2:17]3)[NH:15][C:5]=21.CO.[ClH:32]. Product: [ClH:32].[CH3:1][O:2][C:3]1[C:4]2[C:8]([CH:9]=[CH:10][CH:11]=1)=[N:7][N:15]1[C:14]([CH:16]3[CH2:21][CH2:20][NH:19][CH2:18][CH2:17]3)=[CH:13][C:12](=[O:29])[NH:6][C:5]=21. The catalyst class is: 12. (5) Reactant: CC(C)([O-])C.[K+].F[C:8]1[CH:26]=[N:25][CH:24]=[CH:23][C:9]=1[C:10]([CH:12]([C:18](=[O:22])[CH:19]([CH3:21])[CH3:20])[C:13]([O:15][CH2:16][CH3:17])=[O:14])=[O:11].O. Product: [OH:11][C:10]1[C:9]2[CH:23]=[CH:24][N:25]=[CH:26][C:8]=2[C:19]([CH3:21])([CH3:20])[C:18](=[O:22])[C:12]=1[C:13]([O:15][CH2:16][CH3:17])=[O:14]. The catalyst class is: 37.